Dataset: Forward reaction prediction with 1.9M reactions from USPTO patents (1976-2016). Task: Predict the product of the given reaction. (1) Given the reactants [CH3:1][O:2][C:3](=[O:27])[C@@H:4]([N:16]1[CH:20]=[CH:19][CH:18]=[C:17]1[C:21](=[O:26])[C:22]([F:25])([F:24])[F:23])[CH2:5][C:6]1[CH:11]=[CH:10][C:9]([O:12]C(=O)C)=[CH:8][CH:7]=1.C([O-])([O-])=O.[K+].[K+].O.Cl, predict the reaction product. The product is: [CH3:1][O:2][C:3](=[O:27])[C@@H:4]([N:16]1[CH:20]=[CH:19][CH:18]=[C:17]1[C:21](=[O:26])[C:22]([F:23])([F:24])[F:25])[CH2:5][C:6]1[CH:7]=[CH:8][C:9]([OH:12])=[CH:10][CH:11]=1. (2) Given the reactants [CH:1]1([CH2:4][O:5][C:6]2[CH:7]=[C:8]([CH:13]=[CH:14][C:15]=2[NH:16][S:17]([CH3:20])(=[O:19])=[O:18])[C:9]([O:11][CH3:12])=[O:10])[CH2:3][CH2:2]1.Br[CH2:22][CH2:23][OH:24].C([O-])([O-])=O.[K+].[K+], predict the reaction product. The product is: [CH:1]1([CH2:4][O:5][C:6]2[CH:7]=[C:8]([CH:13]=[CH:14][C:15]=2[N:16]([CH2:22][CH2:23][OH:24])[S:17]([CH3:20])(=[O:19])=[O:18])[C:9]([O:11][CH3:12])=[O:10])[CH2:2][CH2:3]1. (3) Given the reactants N1C=CC=CC=1.[F:7][C:8]1([F:23])[CH2:10][CH:9]1[CH:11]([C:13]1[CH:18]=[CH:17][C:16]([C:19]([F:22])([F:21])[F:20])=[CH:15][CH:14]=1)[OH:12].[C:24](OC(=O)C)(=[O:26])[CH3:25].C(=O)(O)[O-].[Na+], predict the reaction product. The product is: [C:24]([O:12][CH:11]([CH:9]1[CH2:10][C:8]1([F:23])[F:7])[C:13]1[CH:18]=[CH:17][C:16]([C:19]([F:20])([F:21])[F:22])=[CH:15][CH:14]=1)(=[O:26])[CH3:25].